This data is from TCR-epitope binding with 47,182 pairs between 192 epitopes and 23,139 TCRs. The task is: Binary Classification. Given a T-cell receptor sequence (or CDR3 region) and an epitope sequence, predict whether binding occurs between them. (1) The epitope is IVTDFSVIK. The TCR CDR3 sequence is CASSLGGGGKYTGELFF. Result: 1 (the TCR binds to the epitope). (2) The epitope is MMISAGFSL. The TCR CDR3 sequence is CASSLTSSSYNEQFF. Result: 1 (the TCR binds to the epitope). (3) The epitope is FLNRFTTTL. The TCR CDR3 sequence is CSVVVIAKNIQYF. Result: 0 (the TCR does not bind to the epitope). (4) The epitope is HLVDFQVTI. The TCR CDR3 sequence is CSARDEVAHNTGELFF. Result: 0 (the TCR does not bind to the epitope). (5) The epitope is MPASWVMRI. The TCR CDR3 sequence is CASSSEGQGREKLFF. Result: 1 (the TCR binds to the epitope). (6) The epitope is AVFDRKSDAK. The TCR CDR3 sequence is CASSPTPSEQFF. Result: 1 (the TCR binds to the epitope). (7) The epitope is GTHWFVTQR. The TCR CDR3 sequence is CASSDSRGTEAFF. Result: 0 (the TCR does not bind to the epitope).